Dataset: Full USPTO retrosynthesis dataset with 1.9M reactions from patents (1976-2016). Task: Predict the reactants needed to synthesize the given product. (1) The reactants are: [C:1]([O:5][C:6]([N:8]1[CH2:13][CH2:12][C:11](=[O:14])[CH:10]([F:15])[CH2:9]1)=[O:7])([CH3:4])([CH3:3])[CH3:2].[BH4-].[Na+]. Given the product [F:15][C@H:10]1[C@@H:11]([OH:14])[CH2:12][CH2:13][N:8]([C:6]([O:5][C:1]([CH3:4])([CH3:3])[CH3:2])=[O:7])[CH2:9]1.[F:15][C@H:10]1[C@H:11]([OH:14])[CH2:12][CH2:13][N:8]([C:6]([O:5][C:1]([CH3:4])([CH3:3])[CH3:2])=[O:7])[CH2:9]1, predict the reactants needed to synthesize it. (2) Given the product [C:16]([N:8]1[CH2:7][CH2:6][C:5]2[C:10](=[CH:11][C:12]([N+:13]([O-:15])=[O:14])=[C:3]([O:2][CH3:1])[CH:4]=2)[CH2:9]1)(=[O:19])[CH:17]=[CH2:18], predict the reactants needed to synthesize it. The reactants are: [CH3:1][O:2][C:3]1[CH:4]=[C:5]2[C:10](=[CH:11][C:12]=1[N+:13]([O-:15])=[O:14])[CH2:9][NH:8][CH2:7][CH2:6]2.[C:16](Cl)(=[O:19])[CH:17]=[CH2:18].C(N(CC)CC)C. (3) Given the product [CH2:1]([O:8][CH2:9][C@@H:10]([CH3:13])[CH2:11][C:14]#[N:16])[C:2]1[CH:7]=[CH:6][CH:5]=[CH:4][CH:3]=1, predict the reactants needed to synthesize it. The reactants are: [CH2:1]([O:8][CH2:9][C@@H:10]([CH3:13])[CH2:11]O)[C:2]1[CH:7]=[CH:6][CH:5]=[CH:4][CH:3]=1.[CH2:14]([N:16](CC)CC)C.CS(Cl)(=O)=O.[C-]#N.[Na+]. (4) Given the product [CH:1]1([CH2:4][O:5][C:6]2[C:11]([O:12][CH3:13])=[CH:10][CH:9]=[CH:8][C:7]=2/[CH:14]=[CH:15]/[C:16]2[N:17]=[C:18]3[S:26][CH:25]=[C:24]([CH3:27])[N:19]3[C:20](=[O:23])[C:21]=2[C:34]2[CH:33]=[CH:32][C:31]([O:30][C:29]([F:28])([F:40])[F:41])=[CH:36][CH:35]=2)[CH2:3][CH2:2]1, predict the reactants needed to synthesize it. The reactants are: [CH:1]1([CH2:4][O:5][C:6]2[C:11]([O:12][CH3:13])=[CH:10][CH:9]=[CH:8][C:7]=2/[CH:14]=[CH:15]/[C:16]2[N:17]=[C:18]3[S:26][CH:25]=[C:24]([CH3:27])[N:19]3[C:20](=[O:23])[C:21]=2I)[CH2:3][CH2:2]1.[F:28][C:29]([F:41])([F:40])[O:30][C:31]1[CH:36]=[CH:35][C:34](B(O)O)=[CH:33][CH:32]=1.C(=O)([O-])[O-].[Na+].[Na+]. (5) Given the product [Cl:1][C:2]1[CH:7]=[CH:6][C:5]([C:8]([C:10]2[N:11]([CH3:15])[CH:12]=[C:13]([C:16]([C:17]3[CH:22]=[CH:21][N:20]=[CH:19][CH:18]=3)=[O:23])[CH:14]=2)=[O:9])=[CH:4][CH:3]=1, predict the reactants needed to synthesize it. The reactants are: [Cl:1][C:2]1[CH:7]=[CH:6][C:5]([C:8]([C:10]2[N:11]([CH3:15])[CH:12]=[CH:13][CH:14]=2)=[O:9])=[CH:4][CH:3]=1.[C:16](Cl)(=[O:23])[C:17]1[CH:22]=[CH:21][N:20]=[CH:19][CH:18]=1.[Cl-].[Al+3].[Cl-].[Cl-]. (6) Given the product [CH:1]1([CH2:4][O:5][C:6]2[CH:7]=[C:8]([CH:16]([O:26][C:40](=[O:41])[CH:39]([C:34]3[CH:33]=[CH:32][C:31]4[C:36](=[CH:37][CH:38]=[C:29]([O:28][CH3:27])[CH:30]=4)[CH:35]=3)[CH3:43])[CH2:17][C:18]3[C:19]([Cl:25])=[CH:20][N:21]=[CH:22][C:23]=3[Cl:24])[CH:9]=[CH:10][C:11]=2[O:12][CH:13]([F:14])[F:15])[CH2:3][CH2:2]1, predict the reactants needed to synthesize it. The reactants are: [CH:1]1([CH2:4][O:5][C:6]2[CH:7]=[C:8]([CH:16]([OH:26])[CH2:17][C:18]3[C:23]([Cl:24])=[CH:22][N:21]=[CH:20][C:19]=3[Cl:25])[CH:9]=[CH:10][C:11]=2[O:12][CH:13]([F:15])[F:14])[CH2:3][CH2:2]1.[CH3:27][O:28][C:29]1[CH:30]=[C:31]2[C:36](=[CH:37][CH:38]=1)[CH:35]=[C:34]([C@H:39]([CH3:43])[C:40](O)=[O:41])[CH:33]=[CH:32]2.Cl.C(N=C=NCCCN(C)C)C.O. (7) Given the product [C:1]([O:9][CH2:10][C:11]#[C:12][CH2:13][N:25]1[CH2:26][CH2:27][CH:22]([CH2:15][C:16]2[CH:21]=[CH:20][CH:19]=[CH:18][CH:17]=2)[CH2:23][CH2:24]1)(=[O:8])[C:2]1[CH:7]=[CH:6][CH:5]=[CH:4][CH:3]=1, predict the reactants needed to synthesize it. The reactants are: [C:1]([O:9][CH2:10][C:11]#[C:12][CH2:13]Br)(=[O:8])[C:2]1[CH:7]=[CH:6][CH:5]=[CH:4][CH:3]=1.[CH2:15]([CH:22]1[CH2:27][CH2:26][NH:25][CH2:24][CH2:23]1)[C:16]1[CH:21]=[CH:20][CH:19]=[CH:18][CH:17]=1.C([O-])([O-])=O.[K+].[K+].